From a dataset of Catalyst prediction with 721,799 reactions and 888 catalyst types from USPTO. Predict which catalyst facilitates the given reaction. (1) Reactant: [Br-].[CH2:2]([Zn+])[CH:3]([CH3:5])[CH3:4].Br[C:8]1[CH:9]=[CH:10][C:11]([F:16])=[C:12]([CH:15]=1)[C:13]#[N:14]. Product: [F:16][C:11]1[CH:10]=[CH:9][C:8]([CH2:2][CH:3]([CH3:5])[CH3:4])=[CH:15][C:12]=1[C:13]#[N:14]. The catalyst class is: 450. (2) Reactant: [F:1][C:2]1[CH:10]=[C:9]2[C:5]([C:6](/[CH:30]=[CH:31]/[C:32]3[CH:37]=[CH:36][C:35]([F:38])=[CH:34][CH:33]=3)=[N:7][N:8]2[C:11]([C:24]2[CH:29]=[CH:28][CH:27]=[CH:26][CH:25]=2)([C:18]2[CH:23]=[CH:22][CH:21]=[CH:20][CH:19]=2)[C:12]2[CH:17]=[CH:16][CH:15]=[CH:14][CH:13]=2)=[CH:4][C:3]=1[NH2:39].C(=O)([O-])O.[Na+].[Cl:45][CH2:46][C:47](Cl)=[O:48]. Product: [Cl:45][CH2:46][C:47]([NH:39][C:3]1[CH:4]=[C:5]2[C:9](=[CH:10][C:2]=1[F:1])[N:8]([C:11]([C:18]1[CH:23]=[CH:22][CH:21]=[CH:20][CH:19]=1)([C:24]1[CH:29]=[CH:28][CH:27]=[CH:26][CH:25]=1)[C:12]1[CH:17]=[CH:16][CH:15]=[CH:14][CH:13]=1)[N:7]=[C:6]2/[CH:30]=[CH:31]/[C:32]1[CH:33]=[CH:34][C:35]([F:38])=[CH:36][CH:37]=1)=[O:48]. The catalyst class is: 22. (3) Reactant: Cl[C:2]1[CH:7]=[CH:6][C:5]([NH:8]C(=O)C(C)(C)C)=[C:4]([C:15]#[C:16][Si](C)(C)C)[C:3]=1[C:21]([F:24])([F:23])[F:22].[C:25]([Cu])#[N:26].[OH-].[NH4+]. Product: [F:24][C:21]([F:22])([F:23])[C:3]1[C:2]([C:25]#[N:26])=[CH:7][CH:6]=[C:5]2[C:4]=1[CH:15]=[CH:16][NH:8]2. The catalyst class is: 37. (4) Reactant: [Cl:1][C:2]1[CH:30]=[C:29]([O:31][CH2:32][CH3:33])[CH:28]=[CH:27][C:3]=1[CH2:4][N:5]1[C:9]2[CH:10]=[C:11]([O:15][CH2:16][CH2:17][CH2:18][C:19]([O:21]CC)=[O:20])[CH:12]=[C:13]([CH3:14])[C:8]=2[N:7]=[C:6]1[O:24][CH2:25][CH3:26].[OH-].[Na+].Cl. Product: [Cl:1][C:2]1[CH:30]=[C:29]([O:31][CH2:32][CH3:33])[CH:28]=[CH:27][C:3]=1[CH2:4][N:5]1[C:9]2[CH:10]=[C:11]([O:15][CH2:16][CH2:17][CH2:18][C:19]([OH:21])=[O:20])[CH:12]=[C:13]([CH3:14])[C:8]=2[N:7]=[C:6]1[O:24][CH2:25][CH3:26]. The catalyst class is: 14. (5) Reactant: [C:1]1([N:7]2[C:11]3[CH:12]=[CH:13][CH:14]=[CH:15][C:10]=3[N:9]=[C:8]2[C@@H:16]([NH2:18])[CH3:17])[CH:6]=[CH:5][CH:4]=[CH:3][CH:2]=1.Cl[C:20]1[C:21]2[CH:28]=[CH:27][NH:26][C:22]=2[N:23]=[CH:24][N:25]=1.C(N(C(C)C)C(C)C)C. Product: [C:1]1([N:7]2[C:11]3[CH:12]=[CH:13][CH:14]=[CH:15][C:10]=3[N:9]=[C:8]2[C@@H:16]([NH:18][C:20]2[C:21]3[CH:28]=[CH:27][NH:26][C:22]=3[N:23]=[CH:24][N:25]=2)[CH3:17])[CH:2]=[CH:3][CH:4]=[CH:5][CH:6]=1. The catalyst class is: 114. (6) Reactant: [CH3:1][C:2]1[CH:3]=[C:4]2[C:8](=[CH:9][C:10]=1[CH3:11])[C:7](=[O:12])[N:6]([C:13]1[CH:14]=[N:15][CH:16]=[CH:17][CH:18]=1)[C:5]2=[CH:19][CH2:20][CH2:21][CH2:22][CH2:23][CH3:24]. Product: [CH3:1][C:2]1[CH:3]=[C:4]2[C:8](=[CH:9][C:10]=1[CH3:11])[C:7](=[O:12])[N:6]([C:13]1[CH:14]=[N:15][CH:16]=[CH:17][CH:18]=1)[CH:5]2[CH2:19][CH2:20][CH2:21][CH2:22][CH2:23][CH3:24]. The catalyst class is: 29. (7) Reactant: [F:1][C:2]([F:14])([F:13])[C:3]1[N:8]=[CH:7][N:6]=[C:5]([C:9](=[N:11][OH:12])[NH2:10])[CH:4]=1.[C:15](N1C=CN=C1)(N1C=CN=C1)=[O:16].N12CCCN=C1CCCCC2.Cl. Product: [F:14][C:2]([F:1])([F:13])[C:3]1[N:8]=[CH:7][N:6]=[C:5]([C:9]2[NH:11][O:12][C:15](=[O:16])[N:10]=2)[CH:4]=1. The catalyst class is: 132. (8) Reactant: [Br:1][C:2]1[CH:3]=[C:4]([O:25][CH3:26])[C:5]([NH:20][CH2:21][CH2:22][O:23][CH3:24])=[C:6]([NH:8][C:9](=O)[C:10]2[CH:15]=[CH:14][C:13]([CH:16]([CH3:18])[CH3:17])=[CH:12][CH:11]=2)[CH:7]=1.C(OCC)(=O)C. Product: [Br:1][C:2]1[CH:3]=[C:4]([O:25][CH3:26])[C:5]2[N:20]([CH2:21][CH2:22][O:23][CH3:24])[C:9]([C:10]3[CH:15]=[CH:14][C:13]([CH:16]([CH3:18])[CH3:17])=[CH:12][CH:11]=3)=[N:8][C:6]=2[CH:7]=1. The catalyst class is: 52.